This data is from Merck oncology drug combination screen with 23,052 pairs across 39 cell lines. The task is: Regression. Given two drug SMILES strings and cell line genomic features, predict the synergy score measuring deviation from expected non-interaction effect. (1) Drug 1: O=S1(=O)NC2(CN1CC(F)(F)F)C1CCC2Cc2cc(C=CCN3CCC(C(F)(F)F)CC3)ccc2C1. Drug 2: C=CCn1c(=O)c2cnc(Nc3ccc(N4CCN(C)CC4)cc3)nc2n1-c1cccc(C(C)(C)O)n1. Cell line: UWB1289. Synergy scores: synergy=68.0. (2) Drug 1: C=CCn1c(=O)c2cnc(Nc3ccc(N4CCN(C)CC4)cc3)nc2n1-c1cccc(C(C)(C)O)n1. Drug 2: Cc1nc(Nc2ncc(C(=O)Nc3c(C)cccc3Cl)s2)cc(N2CCN(CCO)CC2)n1. Cell line: SW837. Synergy scores: synergy=37.5.